From a dataset of Peptide-MHC class II binding affinity with 134,281 pairs from IEDB. Regression. Given a peptide amino acid sequence and an MHC pseudo amino acid sequence, predict their binding affinity value. This is MHC class II binding data. The peptide sequence is TAAVELARALVRAVA. The MHC is HLA-DPA10201-DPB10101 with pseudo-sequence HLA-DPA10201-DPB10101. The binding affinity (normalized) is 0.0808.